Dataset: Peptide-MHC class I binding affinity with 185,985 pairs from IEDB/IMGT. Task: Regression. Given a peptide amino acid sequence and an MHC pseudo amino acid sequence, predict their binding affinity value. This is MHC class I binding data. The peptide sequence is RTICTLPYL. The MHC is Mamu-A01 with pseudo-sequence Mamu-A01. The binding affinity (normalized) is 0.521.